Dataset: Full USPTO retrosynthesis dataset with 1.9M reactions from patents (1976-2016). Task: Predict the reactants needed to synthesize the given product. (1) Given the product [CH3:1][S:2]([O:6][CH2:7][CH2:8][CH2:9][C:10]1[C:18]2[C:13](=[CH:14][CH:15]=[CH:16][C:17]=2[NH:19][C:20]2[C:28]3[C:23](=[CH:24][N:25]=[CH:26][CH:27]=3)[O:22][C:21]=2[C:29]2[N:34]=[CH:33][CH:32]=[CH:31][N:30]=2)[N:12]([C:35]([O:37][C:38]([CH3:41])([CH3:40])[CH3:39])=[O:36])[N:11]=1)(=[O:4])=[O:3], predict the reactants needed to synthesize it. The reactants are: [CH3:1][S:2](Cl)(=[O:4])=[O:3].[OH:6][CH2:7][CH2:8][CH2:9][C:10]1[C:18]2[C:13](=[CH:14][CH:15]=[CH:16][C:17]=2[NH:19][C:20]2[C:28]3[C:23](=[CH:24][N:25]=[CH:26][CH:27]=3)[O:22][C:21]=2[C:29]2[N:34]=[CH:33][CH:32]=[CH:31][N:30]=2)[N:12]([C:35]([O:37][C:38]([CH3:41])([CH3:40])[CH3:39])=[O:36])[N:11]=1.C(N(CC)CC)C. (2) The reactants are: I[C:2]1[C:3]([CH3:12])=[CH:4][C:5]([CH3:11])=[C:6]([CH:10]=1)[C:7]([OH:9])=[O:8].[C:13]1(P(C2C=CC=CC=2)C2C=CC=CC=2)[CH:18]=CC=C[CH:14]=1.[Cl-].C([Al+]CC)C.[C]=[O:39]. Given the product [CH3:11][C:5]1[CH:4]=[C:3]([CH3:12])[C:2]([C:14](=[O:39])[CH2:13][CH3:18])=[CH:10][C:6]=1[C:7]([OH:9])=[O:8], predict the reactants needed to synthesize it. (3) Given the product [Br:1][C:2]1[CH:7]=[CH:6][CH:5]=[CH:4][C:3]=1[O:8][CH2:11][C:10]#[CH:9], predict the reactants needed to synthesize it. The reactants are: [Br:1][C:2]1[CH:7]=[CH:6][CH:5]=[CH:4][C:3]=1[OH:8].[CH:9]#[C:10][CH2:11]Br.C([O-])([O-])=O.[K+].[K+]. (4) Given the product [F:25][CH:2]([F:1])[C:3]1[CH:8]=[CH:7][C:6]([F:9])=[CH:5][C:4]=1[C@H:10]1[CH2:14][CH2:13][CH2:12][N:11]1[C:15]1[CH:20]=[CH:19][N:18]2[N:21]=[CH:22][C:23]([NH:24][C:31]([N:33]3[CH2:34][CH2:35][C@@H:40]([OH:43])[CH2:37]3)=[O:32])=[C:17]2[N:16]=1, predict the reactants needed to synthesize it. The reactants are: [F:1][CH:2]([F:25])[C:3]1[CH:8]=[CH:7][C:6]([F:9])=[CH:5][C:4]=1[C@H:10]1[CH2:14][CH2:13][CH2:12][N:11]1[C:15]1[CH:20]=[CH:19][N:18]2[N:21]=[CH:22][C:23]([NH2:24])=[C:17]2[N:16]=1.C1N=CN([C:31]([N:33]2[CH:37]=N[CH:35]=[CH:34]2)=[O:32])C=1.N1CC[C@H:40]([OH:43])C1.